Dataset: Forward reaction prediction with 1.9M reactions from USPTO patents (1976-2016). Task: Predict the product of the given reaction. Given the reactants Cl[C:2]1[CH:10]=[CH:9][CH:8]=[C:7](Cl)[C:3]=1[C:4]([OH:6])=[O:5].OO.C1CCCCCCC=1.[C:22]([O-])([OH:24])=[O:23].[Na+], predict the reaction product. The product is: [C:22]([OH:24])(=[O:23])[CH2:2][CH2:10][CH2:9][CH2:8][CH2:7][CH2:3][C:4]([OH:6])=[O:5].